This data is from Full USPTO retrosynthesis dataset with 1.9M reactions from patents (1976-2016). The task is: Predict the reactants needed to synthesize the given product. (1) Given the product [Br:1][C:2]1[C:3]([Cl:38])=[CH:4][C:5]([O:36][CH3:37])=[C:6]([CH:35]=1)[CH2:7][NH:8][C:9]([CH:11]1[CH2:12][CH2:13][NH:14][CH2:15][CH2:16]1)=[O:10], predict the reactants needed to synthesize it. The reactants are: [Br:1][C:2]1[C:3]([Cl:38])=[CH:4][C:5]([O:36][CH3:37])=[C:6]([CH:35]=1)[CH2:7][N:8](CC1C=CC(OC)=CC=1OC)[C:9]([CH:11]1[CH2:16][CH2:15][N:14](C(OC(C)(C)C)=O)[CH2:13][CH2:12]1)=[O:10]. (2) Given the product [Cl:1][C:2]1[C:3]([CH3:15])=[C:4]([C:10]2[CH2:14][CH2:13][O:12][N:11]=2)[C:5]([S:8]([CH3:9])(=[O:21])=[O:18])=[CH:6][CH:7]=1, predict the reactants needed to synthesize it. The reactants are: [Cl:1][C:2]1[C:3]([CH3:15])=[C:4]([C:10]2[CH2:14][CH2:13][O:12][N:11]=2)[C:5]([S:8][CH3:9])=[CH:6][CH:7]=1.OO.[OH2:18].C(O)(=[O:21])C. (3) Given the product [CH2:1]([O:3][C:4]1[CH:5]=[CH:6][C:7]([F:13])=[C:8]([C:15]2[C:20]([CH2:21][CH3:22])=[CH:19][N:18]=[C:17]([C@H:23]3[CH2:27][CH2:26][C@@:25]4([CH2:31][CH2:30][N:29]([CH3:32])[C:28]4=[O:33])[NH:24]3)[CH:16]=2)[CH:9]=1)[CH3:2], predict the reactants needed to synthesize it. The reactants are: [CH2:1]([O:3][C:4]1[CH:5]=[CH:6][C:7]([F:13])=[C:8](B(O)O)[CH:9]=1)[CH3:2].Br[C:15]1[C:20]([CH2:21][CH3:22])=[CH:19][N:18]=[C:17]([C@H:23]2[CH2:27][CH2:26][C@@:25]3([CH2:31][CH2:30][N:29]([CH3:32])[C:28]3=[O:33])[NH:24]2)[CH:16]=1.C(=O)([O-])[O-].[Na+].[Na+]. (4) Given the product [Cl-:1].[F:20][C:11]1[CH:10]=[CH:9][C:8]2[C:13](=[C:14]3[CH:2]([CH2:15][NH+:16]([CH3:18])[CH3:17])[O:3][CH2:4][CH2:5][N:6]3[N:7]=2)[CH:12]=1, predict the reactants needed to synthesize it. The reactants are: [Cl-:1].[C@H:2]1([CH2:15][NH+:16]([CH3:18])[CH3:17])[C:14]2[N:6]([N:7]=[C:8]3[C:13]=2[CH:12]=[CH:11][CH:10]=[CH:9]3)[CH2:5][CH2:4][O:3]1.[Cl-].[F:20]C1C=CC2C(=C3C(C[NH2+]C)OCCN3N=2)C=1. (5) Given the product [F:20][C:11]1[CH:12]=[C:13]([C:16]([OH:19])([CH3:17])[CH3:18])[CH:14]=[CH:15][C:10]=1[C:4]1[S:3][C:2]([NH:1][C:22]2[CH:23]=[CH:24][CH:25]=[C:26]([CH:28]([N:32]3[CH2:37][CH2:36][O:35][CH2:34][CH2:33]3)[CH:29]([OH:31])[CH3:30])[N:27]=2)=[C:6]([C:7]([NH2:9])=[O:8])[CH:5]=1, predict the reactants needed to synthesize it. The reactants are: [NH2:1][C:2]1[S:3][C:4]([C:10]2[CH:15]=[CH:14][C:13]([C:16]([OH:19])([CH3:18])[CH3:17])=[CH:12][C:11]=2[F:20])=[CH:5][C:6]=1[C:7]([NH2:9])=[O:8].Br[C:22]1[N:27]=[C:26]([CH:28]([N:32]2[CH2:37][CH2:36][O:35][CH2:34][CH2:33]2)[CH:29]([OH:31])[CH3:30])[CH:25]=[CH:24][CH:23]=1.